Dataset: Reaction yield outcomes from USPTO patents with 853,638 reactions. Task: Predict the reaction yield, written as a fraction of the theoretical maximum amount of product (1.0 means a 100% yield; for example, 0.34 means a 34% yield). (1) The reactants are [CH:1]([C:3]1[CH:4]=[C:5]([C:9]2[N:10]=[C:11]([N:27]3[CH2:32][CH2:31][O:30][CH2:29][CH2:28]3)[C:12]3[N:17]=[N:16][N:15]([C:18]4[CH:19]=[C:20]([CH:24]=[CH:25][CH:26]=4)[C:21]([O-])=[O:22])[C:13]=3[N:14]=2)[CH:6]=[CH:7][CH:8]=1)=[O:2].[H-].[H-].[H-].[H-].[Li+].[Al+3].C1COCC1.O.[OH-].[Na+]. The catalyst is C1COCC1. The product is [N:27]1([C:11]2[C:12]3[N:17]=[N:16][N:15]([C:18]4[CH:19]=[C:20]([CH2:21][OH:22])[CH:24]=[CH:25][CH:26]=4)[C:13]=3[N:14]=[C:9]([C:5]3[CH:4]=[C:3]([CH2:1][OH:2])[CH:8]=[CH:7][CH:6]=3)[N:10]=2)[CH2:28][CH2:29][O:30][CH2:31][CH2:32]1. The yield is 0.350. (2) The reactants are [CH2:1]([O:3][C:4]([NH:6][C:7]1[CH:8]=[C:9]2[C:14](=[CH:15][CH:16]=1)[C:13]([CH3:17])=[N:12][CH2:11][CH2:10]2)=[O:5])[CH3:2]. The catalyst is [C].[Pd].CC1C=CC(C(C)C)=CC=1. The product is [CH2:1]([O:3][C:4]([NH:6][C:7]1[CH:8]=[C:9]2[C:14](=[CH:15][CH:16]=1)[C:13]([CH3:17])=[N:12][CH:11]=[CH:10]2)=[O:5])[CH3:2]. The yield is 0.690. (3) The reactants are [Cl:1][C:2]1[CH:7]=[C:6](/[CH:8]=[CH:9]/[CH:10]([C:15]2[CH:20]=[C:19]([Cl:21])[CH:18]=[C:17]([Cl:22])[CH:16]=2)[C:11]([F:14])([F:13])[F:12])[CH:5]=[CH:4][C:3]=1[CH2:23][NH2:24].CCN(CC)CC.[CH2:32]([N:34]=[C:35]=[O:36])[CH3:33]. The product is [Cl:1][C:2]1[CH:7]=[C:6](/[CH:8]=[CH:9]/[CH:10]([C:15]2[CH:16]=[C:17]([Cl:22])[CH:18]=[C:19]([Cl:21])[CH:20]=2)[C:11]([F:13])([F:14])[F:12])[CH:5]=[CH:4][C:3]=1[CH2:23][NH:24][C:35]([NH:34][CH2:32][CH3:33])=[O:36]. The yield is 0.600. The catalyst is C(Cl)Cl. (4) The reactants are [CH2:1]([O:8][C:9]([N:11]1[CH2:16][CH2:15][CH:14]([C:17](=[O:26])[NH:18][C:19]2[CH:24]=[C:23](Cl)[N:22]=[CH:21][N:20]=2)[CH2:13][CH2:12]1)=[O:10])[C:2]1[CH:7]=[CH:6][CH:5]=[CH:4][CH:3]=1.[CH:27]([O:30][C:31]1[CH:36]=[CH:35][CH:34]=[CH:33][C:32]=1B(O)O)([CH3:29])[CH3:28].C1(P(C2C=CC=CC=2)C2C=CC=CC=2)C=CC=CC=1. The catalyst is C(=O)([O-])[O-].[Na+].[Na+].O1CCOCC1.C([O-])(=O)C.[Pd+2].C([O-])(=O)C. The product is [CH2:1]([O:8][C:9]([N:11]1[CH2:16][CH2:15][CH:14]([C:17](=[O:26])[NH:18][C:19]2[CH:24]=[C:23]([C:32]3[CH:33]=[CH:34][CH:35]=[CH:36][C:31]=3[O:30][CH:27]([CH3:29])[CH3:28])[N:22]=[CH:21][N:20]=2)[CH2:13][CH2:12]1)=[O:10])[C:2]1[CH:7]=[CH:6][CH:5]=[CH:4][CH:3]=1. The yield is 0.370.